Dataset: Merck oncology drug combination screen with 23,052 pairs across 39 cell lines. Task: Regression. Given two drug SMILES strings and cell line genomic features, predict the synergy score measuring deviation from expected non-interaction effect. (1) Drug 1: CN1C(=O)C=CC2(C)C3CCC4(C)C(NC(=O)OCC(F)(F)F)CCC4C3CCC12. Drug 2: CC1CC2C3CCC4=CC(=O)C=CC4(C)C3(F)C(O)CC2(C)C1(O)C(=O)CO. Cell line: A427. Synergy scores: synergy=9.27. (2) Drug 1: C#Cc1cccc(Nc2ncnc3cc(OCCOC)c(OCCOC)cc23)c1. Drug 2: CC1(c2nc3c(C(N)=O)cccc3[nH]2)CCCN1. Cell line: SKMEL30. Synergy scores: synergy=-1.28. (3) Drug 1: O=P1(N(CCCl)CCCl)NCCCO1. Drug 2: N#Cc1ccc(Cn2cncc2CN2CCN(c3cccc(Cl)c3)C(=O)C2)cc1. Cell line: ZR751. Synergy scores: synergy=-8.97. (4) Drug 1: Cn1nnc2c(C(N)=O)ncn2c1=O. Drug 2: Cn1c(=O)n(-c2ccc(C(C)(C)C#N)cc2)c2c3cc(-c4cnc5ccccc5c4)ccc3ncc21. Cell line: ZR751. Synergy scores: synergy=7.93. (5) Drug 1: COC12C(COC(N)=O)C3=C(C(=O)C(C)=C(N)C3=O)N1CC1NC12. Drug 2: NC(=O)c1cccc2cn(-c3ccc(C4CCCNC4)cc3)nc12. Cell line: RKO. Synergy scores: synergy=7.59. (6) Drug 1: CN(C)C(=N)N=C(N)N. Drug 2: CNC(=O)c1cc(Oc2ccc(NC(=O)Nc3ccc(Cl)c(C(F)(F)F)c3)cc2)ccn1. Cell line: HT144. Synergy scores: synergy=8.47. (7) Drug 1: O=C(NOCC(O)CO)c1ccc(F)c(F)c1Nc1ccc(I)cc1F. Drug 2: Cc1nc(Nc2ncc(C(=O)Nc3c(C)cccc3Cl)s2)cc(N2CCN(CCO)CC2)n1. Cell line: MDAMB436. Synergy scores: synergy=14.9.